This data is from Forward reaction prediction with 1.9M reactions from USPTO patents (1976-2016). The task is: Predict the product of the given reaction. (1) Given the reactants [Br:1][C:2]1[CH:3]=[C:4]2[C:9](=[CH:10][CH:11]=1)[C:8](=[O:12])[NH:7][C:6](=[O:13])[C:5]2=[CH:14]OC.Cl.[NH2:18][CH2:19][C:20]1[CH:25]=[C:24]([OH:26])[CH:23]=[CH:22][C:21]=1[OH:27].C(N(CC)CC)C, predict the reaction product. The product is: [Br:1][C:2]1[CH:3]=[C:4]2[C:9](=[CH:10][CH:11]=1)[C:8](=[O:12])[NH:7][C:6](=[O:13])/[C:5]/2=[CH:14]\[NH:18][CH2:19][C:20]1[CH:25]=[C:24]([OH:26])[CH:23]=[CH:22][C:21]=1[OH:27]. (2) The product is: [S:1]1[CH:5]=[CH:4][CH:3]=[C:2]1[CH2:15][NH:18][C:9]1[S:8][CH2:14][C:12](=[O:13])[N:11]=1. Given the reactants [S:1]1[CH:5]=[CH:4][CH:3]=[C:2]1NC.[S:8]1[CH2:14][C:12](=[O:13])[NH:11][C:9]1=S.[CH:15]([N:18](C(C)C)CC)(C)C, predict the reaction product. (3) Given the reactants [Cl:1][C:2]1[CH:3]=[C:4]([CH:16]=[CH:17][C:18]=1[Cl:19])[CH2:5][C:6]1[CH:7]=[N:8][C:9]2[N:10]([N:12]=[CH:13][C:14]=2[NH2:15])[CH:11]=1.[C:20]([CH2:22][C:23](O)=[O:24])#[N:21].C(N=C=NC(C)C)(C)C, predict the reaction product. The product is: [C:20]([CH2:22][C:23]([NH:15][C:14]1[CH:13]=[N:12][N:10]2[CH:11]=[C:6]([CH2:5][C:4]3[CH:16]=[CH:17][C:18]([Cl:19])=[C:2]([Cl:1])[CH:3]=3)[CH:7]=[N:8][C:9]=12)=[O:24])#[N:21].